From a dataset of Reaction yield outcomes from USPTO patents with 853,638 reactions. Predict the reaction yield, written as a fraction of the theoretical maximum amount of product (1.0 means a 100% yield; for example, 0.34 means a 34% yield). (1) The reactants are [CH2:1]([C:8]1[C:9]([C:13]([O:15][CH2:16][CH3:17])=[O:14])=[CH:10][NH:11][CH:12]=1)[C:2]1[CH:7]=[CH:6][CH:5]=[CH:4][CH:3]=1.[H-].[Na+].[C:20]([C:22]1[CH:29]=[CH:28][C:25]([CH2:26]Br)=[CH:24][CH:23]=1)#[N:21]. The catalyst is C1COCC1. The product is [CH2:1]([C:8]1[C:9]([C:13]([O:15][CH2:16][CH3:17])=[O:14])=[CH:10][N:11]([CH2:26][C:25]2[CH:28]=[CH:29][C:22]([C:20]#[N:21])=[CH:23][CH:24]=2)[CH:12]=1)[C:2]1[CH:3]=[CH:4][CH:5]=[CH:6][CH:7]=1. The yield is 0.960. (2) The reactants are Cl[C:2]1[CH:3]=[C:4]([C:9]2[N:14]=[C:13]([CH3:15])[N:12]=[C:11]([NH2:16])[CH:10]=2)[C:5]([F:8])=[N:6][CH:7]=1.CC(C1C=C(C(C)C)C(C2C=CC=CC=2P(C2CCCCC2)C2CCCCC2)=C(C(C)C)C=1)C.[F-].[Cs+].C([Sn](CCCC)(CCCC)[C:58]([O:60][CH2:61][CH3:62])=[CH2:59])CCC. The catalyst is O1CCOCC1.CN(C=O)C.C([O-])(=O)C.[Pd+2].C([O-])(=O)C. The product is [CH2:61]([O:60][C:58]([C:2]1[CH:3]=[C:4]([C:9]2[N:14]=[C:13]([CH3:15])[N:12]=[C:11]([NH2:16])[CH:10]=2)[C:5]([F:8])=[N:6][CH:7]=1)=[CH2:59])[CH3:62]. The yield is 0.800.